This data is from Forward reaction prediction with 1.9M reactions from USPTO patents (1976-2016). The task is: Predict the product of the given reaction. (1) The product is: [NH2:24][C@@H:21]1[CH2:22][CH2:23][N:19]([C:5]2[C:4]3[C:9](=[CH:10][CH:11]=[C:2]([F:1])[CH:3]=3)[N:8]=[C:7]([C:12]3[CH:17]=[CH:16][CH:15]=[CH:14][C:13]=3[OH:18])[N:6]=2)[CH2:20]1. Given the reactants [F:1][C:2]1[CH:3]=[C:4]2[C:9](=[CH:10][CH:11]=1)[N:8]=[C:7]([C:12]1[CH:17]=[CH:16][CH:15]=[CH:14][C:13]=1[OH:18])[N:6]=[C:5]2[N:19]1[CH2:23][CH2:22][C@@H:21]([NH:24]C(=O)OC(C)(C)C)[CH2:20]1.C(O)(C(F)(F)F)=O.C([O-])(O)=O.[Na+], predict the reaction product. (2) Given the reactants [CH3:1][C:2]1[C:3]2[N:4]([C:18]([C:21]([OH:23])=O)=[CH:19][N:20]=2)[N:5]=[C:6]([C:8]2[CH:13]=[CH:12][CH:11]=[CH:10][C:9]=2[C:14]([F:17])([F:16])[F:15])[CH:7]=1.[NH2:24][C:25]1[CH:30]=[CH:29][N:28]=[CH:27][CH:26]=1.O1CCN(CC2N=C(NC(C3N4N=C(C5C=CC=CC=5C(F)(F)F)C=CC4=NC=3)=O)C=CC=2)CC1, predict the reaction product. The product is: [CH3:1][C:2]1[C:3]2[N:4]([C:18]([C:21]([NH:24][C:25]3[CH:30]=[CH:29][N:28]=[CH:27][CH:26]=3)=[O:23])=[CH:19][N:20]=2)[N:5]=[C:6]([C:8]2[CH:13]=[CH:12][CH:11]=[CH:10][C:9]=2[C:14]([F:15])([F:16])[F:17])[CH:7]=1. (3) The product is: [NH2:39][C:31]1[CH:32]=[CH:33][C:34]([C:35]([F:36])([F:37])[F:38])=[C:29]([C:8]2[CH:9]=[C:10]3[C:15](=[CH:16][CH:17]=2)[N:14]=[C:13]([NH2:18])[N:12]=[CH:11]3)[CH:30]=1. Given the reactants NC1C=CC(C)=C([C:8]2[CH:9]=[C:10]3[C:15](=[CH:16][CH:17]=2)[N:14]=[C:13]([NH:18]C)[N:12]=[CH:11]3)C=1.CC1(C)C(C)(C)OB([C:29]2[CH:30]=[C:31]([NH2:39])[CH:32]=[CH:33][C:34]=2[C:35]([F:38])([F:37])[F:36])O1, predict the reaction product. (4) Given the reactants Br[C:2]1[N:6]([CH3:7])[C:5]([CH3:8])=[N:4][CH:3]=1.[Li]CC[CH2:12][CH3:13].[Cl:14][C:15]1[C:24]2[C:19](=[CH:20][CH:21]=[C:22]([C:25]([O:27]C)=O)[CH:23]=2)[N:18]=[C:17]([O:29][CH3:30])[C:16]=1[CH2:31][N:32]([CH2:36][CH:37]=[CH2:38])[CH2:33][CH:34]=[CH2:35], predict the reaction product. The product is: [Cl:14][C:15]1[C:24]2[C:19](=[CH:20][CH:21]=[C:22]([C:25]([C:3]3[N:4]([CH3:5])[C:12]([CH3:13])=[N:6][CH:2]=3)([C:2]3[N:6]([CH3:7])[C:5]([CH3:8])=[N:4][CH:3]=3)[OH:27])[CH:23]=2)[N:18]=[C:17]([O:29][CH3:30])[C:16]=1[CH2:31][N:32]([CH2:33][CH:34]=[CH2:35])[CH2:36][CH:37]=[CH2:38].